This data is from Forward reaction prediction with 1.9M reactions from USPTO patents (1976-2016). The task is: Predict the product of the given reaction. (1) Given the reactants CO[C:3](=[O:23])[CH2:4][CH:5]([C:15]1[CH:20]=[CH:19][CH:18]=[CH:17][C:16]=1[C:21]#[N:22])[C:6]1[CH:7]=[C:8]2[C:12](=[CH:13][CH:14]=1)[NH:11][CH:10]=[CH:9]2.OC(C(O)(C)C)(C)C.[BH4-].[Na+], predict the reaction product. The product is: [NH:11]1[C:12]2[C:8](=[CH:7][C:6]([CH:5]3[CH2:4][C:3](=[O:23])[NH:22][CH2:21][C:16]4[CH:17]=[CH:18][CH:19]=[CH:20][C:15]3=4)=[CH:14][CH:13]=2)[CH:9]=[CH:10]1. (2) Given the reactants [CH3:1][CH2:2][N:3](C(C)C)C(C)C.[CH:10]1[C:23]2[NH:22][C:21]3[C:16](=[CH:17][CH:18]=[CH:19][CH:20]=3)[S:15][C:14]=2[CH:13]=[CH:12][C:11]=1[C:24]([OH:26])=O.Cl.C(N)C.CN(C(ON1N=NC2C=CC=CC1=2)=[N+](C)C)C.F[P-](F)(F)(F)(F)F.C([O-])(O)=O.[Na+], predict the reaction product. The product is: [CH2:2]([NH:3][C:24]([C:11]1[CH:12]=[CH:13][C:14]2[S:15][C:16]3[C:21](=[CH:20][CH:19]=[CH:18][CH:17]=3)[NH:22][C:23]=2[CH:10]=1)=[O:26])[CH3:1]. (3) Given the reactants O.O.C([O-])(=O)C.[Li+].[Si:8]([O:15][C@@H:16]1[N:22]([C:23]([O:25][CH2:26][CH:27]=[CH2:28])=[O:24])[C:21]2[CH:29]=[C:30]([O:35][Si](C(C)C)(C(C)C)C(C)C)[C:31]([O:33][CH3:34])=[CH:32][C:20]=2[C:19](=[O:46])[N:18]2[CH:47]=[C:48](/[CH:50]=[CH:51]/[CH3:52])[CH2:49][C@@H:17]12)([C:11]([CH3:14])([CH3:13])[CH3:12])([CH3:10])[CH3:9], predict the reaction product. The product is: [Si:8]([O:15][C@@H:16]1[N:22]([C:23]([O:25][CH2:26][CH:27]=[CH2:28])=[O:24])[C:21]2[CH:29]=[C:30]([OH:35])[C:31]([O:33][CH3:34])=[CH:32][C:20]=2[C:19](=[O:46])[N:18]2[CH:47]=[C:48](/[CH:50]=[CH:51]/[CH3:52])[CH2:49][C@@H:17]12)([C:11]([CH3:14])([CH3:13])[CH3:12])([CH3:9])[CH3:10]. (4) Given the reactants [CH3:1][C:2]([CH3:20])([CH2:8][CH2:9][CH2:10][CH2:11][CH2:12][O:13][CH:14]1[CH2:19][CH2:18][CH2:17][CH2:16][O:15]1)[C:3](OCC)=[O:4].[H-].C([Al+]CC(C)C)C(C)C.C(C(C(C([O-])=O)O)O)([O-])=O.[Na+].[K+], predict the reaction product. The product is: [CH3:1][C:2]([CH3:20])([CH2:8][CH2:9][CH2:10][CH2:11][CH2:12][O:13][CH:14]1[CH2:19][CH2:18][CH2:17][CH2:16][O:15]1)[CH2:3][OH:4].